From a dataset of NCI-60 drug combinations with 297,098 pairs across 59 cell lines. Regression. Given two drug SMILES strings and cell line genomic features, predict the synergy score measuring deviation from expected non-interaction effect. (1) Drug 1: CC(C1=C(C=CC(=C1Cl)F)Cl)OC2=C(N=CC(=C2)C3=CN(N=C3)C4CCNCC4)N. Drug 2: C1CCC(C(C1)N)N.C(=O)(C(=O)[O-])[O-].[Pt+4]. Cell line: NCI-H226. Synergy scores: CSS=17.2, Synergy_ZIP=1.65, Synergy_Bliss=7.19, Synergy_Loewe=6.28, Synergy_HSA=7.45. (2) Drug 1: C1C(C(OC1N2C=C(C(=O)NC2=O)F)CO)O. Drug 2: CC1C(C(CC(O1)OC2CC(OC(C2O)C)OC3=CC4=CC5=C(C(=O)C(C(C5)C(C(=O)C(C(C)O)O)OC)OC6CC(C(C(O6)C)O)OC7CC(C(C(O7)C)O)OC8CC(C(C(O8)C)O)(C)O)C(=C4C(=C3C)O)O)O)O. Cell line: NCI-H460. Synergy scores: CSS=57.8, Synergy_ZIP=0.980, Synergy_Bliss=-0.0547, Synergy_Loewe=-4.41, Synergy_HSA=1.04. (3) Drug 1: C1CCN(CC1)CCOC2=CC=C(C=C2)C(=O)C3=C(SC4=C3C=CC(=C4)O)C5=CC=C(C=C5)O. Drug 2: CC(C)CN1C=NC2=C1C3=CC=CC=C3N=C2N. Cell line: HCT116. Synergy scores: CSS=-0.519, Synergy_ZIP=4.77, Synergy_Bliss=4.96, Synergy_Loewe=-1.49, Synergy_HSA=-1.23. (4) Drug 1: C1CN1P(=S)(N2CC2)N3CC3. Drug 2: CC1CCC2CC(C(=CC=CC=CC(CC(C(=O)C(C(C(=CC(C(=O)CC(OC(=O)C3CCCCN3C(=O)C(=O)C1(O2)O)C(C)CC4CCC(C(C4)OC)O)C)C)O)OC)C)C)C)OC. Cell line: SNB-75. Synergy scores: CSS=14.8, Synergy_ZIP=-2.78, Synergy_Bliss=-2.39, Synergy_Loewe=0.0124, Synergy_HSA=0.147. (5) Drug 1: CCC(=C(C1=CC=CC=C1)C2=CC=C(C=C2)OCCN(C)C)C3=CC=CC=C3.C(C(=O)O)C(CC(=O)O)(C(=O)O)O. Drug 2: CC=C1C(=O)NC(C(=O)OC2CC(=O)NC(C(=O)NC(CSSCCC=C2)C(=O)N1)C(C)C)C(C)C. Cell line: MCF7. Synergy scores: CSS=22.7, Synergy_ZIP=-1.85, Synergy_Bliss=-0.552, Synergy_Loewe=-21.8, Synergy_HSA=0.512. (6) Cell line: OVCAR-4. Synergy scores: CSS=23.2, Synergy_ZIP=4.09, Synergy_Bliss=2.76, Synergy_Loewe=-24.2, Synergy_HSA=0.298. Drug 1: C1=CC(=CC=C1CCC2=CNC3=C2C(=O)NC(=N3)N)C(=O)NC(CCC(=O)O)C(=O)O. Drug 2: CN1C(=O)N2C=NC(=C2N=N1)C(=O)N. (7) Drug 1: C1=C(C(=O)NC(=O)N1)F. Drug 2: C1CN(CCN1C(=O)CCBr)C(=O)CCBr. Synergy scores: CSS=20.6, Synergy_ZIP=-2.85, Synergy_Bliss=-0.926, Synergy_Loewe=1.82, Synergy_HSA=2.69. Cell line: NCI-H226. (8) Drug 1: CC1=C2C(C(=O)C3(C(CC4C(C3C(C(C2(C)C)(CC1OC(=O)C(C(C5=CC=CC=C5)NC(=O)C6=CC=CC=C6)O)O)OC(=O)C7=CC=CC=C7)(CO4)OC(=O)C)O)C)OC(=O)C. Drug 2: CN(CC1=CN=C2C(=N1)C(=NC(=N2)N)N)C3=CC=C(C=C3)C(=O)NC(CCC(=O)O)C(=O)O. Cell line: TK-10. Synergy scores: CSS=28.3, Synergy_ZIP=1.62, Synergy_Bliss=-0.461, Synergy_Loewe=-27.0, Synergy_HSA=-1.36. (9) Drug 2: C1CNP(=O)(OC1)N(CCCl)CCCl. Synergy scores: CSS=6.75, Synergy_ZIP=-1.52, Synergy_Bliss=2.41, Synergy_Loewe=-5.02, Synergy_HSA=0.910. Drug 1: CN1CCC(CC1)COC2=C(C=C3C(=C2)N=CN=C3NC4=C(C=C(C=C4)Br)F)OC. Cell line: MCF7. (10) Drug 1: C1=CC(=CC=C1CCC2=CNC3=C2C(=O)NC(=N3)N)C(=O)NC(CCC(=O)O)C(=O)O. Drug 2: C1CN(CCN1C(=O)CCBr)C(=O)CCBr. Cell line: SK-MEL-2. Synergy scores: CSS=14.4, Synergy_ZIP=-2.32, Synergy_Bliss=7.78, Synergy_Loewe=-9.58, Synergy_HSA=4.16.